Dataset: Full USPTO retrosynthesis dataset with 1.9M reactions from patents (1976-2016). Task: Predict the reactants needed to synthesize the given product. (1) Given the product [CH2:1]([S:13][C:9]1[NH:8][C:7](=[O:14])[CH:6]([O:5][CH3:4])[C:11](=[O:12])[N:10]=1)[CH3:2], predict the reactants needed to synthesize it. The reactants are: [CH2:1](I)[CH3:2].[CH3:4][O:5][CH:6]1[C:11](=[O:12])[NH:10][C:9](=[S:13])[NH:8][C:7]1=[O:14].[OH-].[Na+]. (2) Given the product [CH2:21]([N:20]([CH3:19])[C:6]1[C:5]([F:9])=[CH:4][N:3]=[C:2]([Cl:1])[N:7]=1)[C:22]1[CH:27]=[CH:26][CH:25]=[CH:24][CH:23]=1, predict the reactants needed to synthesize it. The reactants are: [Cl:1][C:2]1[N:7]=[C:6](Cl)[C:5]([F:9])=[CH:4][N:3]=1.C(N(C(C)C)C(C)C)C.[CH3:19][NH:20][CH2:21][C:22]1[CH:27]=[CH:26][CH:25]=[CH:24][CH:23]=1. (3) Given the product [NH2:30][C:31]1[C:32]([C:38]([N:49]([C:41]([C:42]2[CH:47]=[CH:46][CH:45]=[CH:44][CH:43]=2)=[O:48])[NH2:50])=[O:40])=[N:33][C:34]([Br:37])=[CH:35][N:36]=1, predict the reactants needed to synthesize it. The reactants are: CN(C(ON1N=NC2C=CC=CC1=2)=[N+](C)C)C.[B-](F)(F)(F)F.CCN(CC)CC.[NH2:30][C:31]1[C:32]([C:38]([OH:40])=O)=[N:33][C:34]([Br:37])=[CH:35][N:36]=1.[C:41]([NH:49][NH2:50])(=[O:48])[C:42]1[CH:47]=[CH:46][CH:45]=[CH:44][CH:43]=1. (4) The reactants are: C([O:3][C:4](=[O:29])[CH2:5][CH2:6][N:7]1[C:15]2[C:10](=[CH:11][C:12]([C:16]([N:18]3[CH2:24][C:23]4([CH3:26])[CH2:25][CH:19]3[CH2:20][C:21]([CH3:28])([CH3:27])[CH2:22]4)=[O:17])=[CH:13][CH:14]=2)[CH:9]=[CH:8]1)C.[OH-].[Na+].Cl. Given the product [CH3:26][C:23]12[CH2:25][CH:19]([N:18]([C:16]([C:12]3[CH:11]=[C:10]4[C:15](=[CH:14][CH:13]=3)[N:7]([CH2:6][CH2:5][C:4]([OH:29])=[O:3])[CH:8]=[CH:9]4)=[O:17])[CH2:24]1)[CH2:20][C:21]([CH3:28])([CH3:27])[CH2:22]2, predict the reactants needed to synthesize it.